This data is from Forward reaction prediction with 1.9M reactions from USPTO patents (1976-2016). The task is: Predict the product of the given reaction. (1) The product is: [CH2:1]([O:8][C:9]1([C:13]2[S:14][C:15]([C:18]3[CH:23]=[C:22]([NH2:24])[CH:21]=[C:20]([CH3:27])[N:19]=3)=[CH:16][N:17]=2)[CH2:12][CH2:11][CH2:10]1)[C:2]1[CH:3]=[CH:4][CH:5]=[CH:6][CH:7]=1. Given the reactants [CH2:1]([O:8][C:9]1([C:13]2[S:14][C:15]([C:18]3[CH:23]=[C:22]([N+:24]([O-])=O)[CH:21]=[C:20]([CH3:27])[N:19]=3)=[CH:16][N:17]=2)[CH2:12][CH2:11][CH2:10]1)[C:2]1[CH:7]=[CH:6][CH:5]=[CH:4][CH:3]=1.O, predict the reaction product. (2) The product is: [OH:1][C:2]1[C:9]([OH:10])=[CH:8][C:5]([C:6]#[N:7])=[C:4]([CH2:12][C:13]2[CH:18]=[CH:17][C:16]([OH:19])=[CH:15][CH:14]=2)[C:3]=1[C:21]#[N:22]. Given the reactants [OH:1][C:2]1[C:9]([O:10]C)=[CH:8][C:5]([C:6]#[N:7])=[C:4]([CH2:12][C:13]2[CH:18]=[CH:17][C:16]([O:19]C)=[CH:15][CH:14]=2)[C:3]=1[C:21]#[N:22].COC1C=CC(CB2OC(C)(C)C(C)(C)O2)=CC=1.BrC1C(C#N)=C(O)C(OC)=CC=1C#N, predict the reaction product.